Dataset: Full USPTO retrosynthesis dataset with 1.9M reactions from patents (1976-2016). Task: Predict the reactants needed to synthesize the given product. (1) Given the product [NH2:1][C:2]1[C:3]2[C:10]([C:11]([C:13]3[CH:14]=[C:15]([NH:19][C:20]([NH:22][C:23]4[CH:28]=[C:27]([Cl:29])[CH:26]=[C:25]([Cl:30])[CH:24]=4)=[O:21])[CH:16]=[CH:17][CH:18]=3)=[O:12])=[CH:9][N:8]([CH:31]3[CH2:32][CH2:33][N:34]([C:61](=[O:68])[C:62]4[CH:67]=[CH:66][CH:65]=[CH:64][CH:63]=4)[CH2:35][CH2:36]3)[C:4]=2[N:5]=[CH:6][N:7]=1, predict the reactants needed to synthesize it. The reactants are: [NH2:1][C:2]1[C:3]2[C:10]([C:11]([C:13]3[CH:14]=[C:15]([NH:19][C:20]([NH:22][C:23]4[CH:28]=[C:27]([Cl:29])[CH:26]=[C:25]([Cl:30])[CH:24]=4)=[O:21])[CH:16]=[CH:17][CH:18]=3)=[O:12])=[CH:9][N:8]([CH:31]3[CH2:36][CH2:35][NH:34][CH2:33][CH2:32]3)[C:4]=2[N:5]=[CH:6][N:7]=1.CN(C(ON1N=NC2C=CC=NC1=2)=[N+](C)C)C.F[P-](F)(F)(F)(F)F.[C:61](O)(=[O:68])[C:62]1[CH:67]=[CH:66][CH:65]=[CH:64][CH:63]=1. (2) Given the product [Br:16][C:2]1[N:1]([C:24]([O:25][C:26]([CH3:29])([CH3:28])[CH3:27])=[O:31])[C:9]2[C:4]([C:3]=1[CH2:10][C:11]([O:13][CH2:14][CH3:15])=[O:12])=[CH:5][CH:6]=[CH:7][CH:8]=2, predict the reactants needed to synthesize it. The reactants are: [NH:1]1[C:9]2[C:4](=[CH:5][CH:6]=[CH:7][CH:8]=2)[C:3]([CH2:10][C:11]([O:13][CH2:14][CH3:15])=[O:12])=[CH:2]1.[Br:16]N1C(=O)CCC1=O.[C:24]([O:31]C(OC(C)(C)C)=O)(=O)[O:25][C:26]([CH3:29])([CH3:28])[CH3:27].CCN(C(C)C)C(C)C. (3) Given the product [NH4+:19].[OH-:2].[CH3:1][O:2][C:3](=[O:23])[C:4]1[CH:9]=[C:8]([O:10][CH2:11][CH2:12][CH2:13][N:24]2[CH2:29][CH2:28][CH2:27][CH2:26][CH2:25]2)[CH:7]=[CH:6][C:5]=1[NH:19][C:20](=[O:22])[CH3:21], predict the reactants needed to synthesize it. The reactants are: [CH3:1][O:2][C:3](=[O:23])[C:4]1[CH:9]=[C:8]([O:10][CH2:11][CH2:12][CH2:13]OS(C)(=O)=O)[CH:7]=[CH:6][C:5]=1[NH:19][C:20](=[O:22])[CH3:21].[NH:24]1[CH2:29][CH2:28][CH2:27][CH2:26][CH2:25]1.C([O-])([O-])=O.[K+].[K+].CO. (4) Given the product [Cl:27][C:25]1[CH:26]=[C:21]([NH:1][C:2]2[N:7]=[CH:6][C:5]([C@@H:8]3[CH2:12][CH2:11][N:10]([C:13]([O:15][C:16]([CH3:19])([CH3:18])[CH3:17])=[O:14])[CH2:9]3)=[CH:4][CH:3]=2)[C:22](=[O:29])[N:23]([CH3:28])[N:24]=1, predict the reactants needed to synthesize it. The reactants are: [NH2:1][C:2]1[N:7]=[CH:6][C:5]([C@@H:8]2[CH2:12][CH2:11][N:10]([C:13]([O:15][C:16]([CH3:19])([CH3:18])[CH3:17])=[O:14])[CH2:9]2)=[CH:4][CH:3]=1.Br[C:21]1[C:22](=[O:29])[N:23]([CH3:28])[N:24]=[C:25]([Cl:27])[CH:26]=1.C1(P(C2C=CC=CC=2)C2C3OC4C(=CC=CC=4P(C4C=CC=CC=4)C4C=CC=CC=4)C(C)(C)C=3C=CC=2)C=CC=CC=1.C(=O)([O-])[O-].[Cs+].[Cs+]. (5) Given the product [C:1]([O:5][C:6]([N:8]([CH2:15][CH2:16][O:17][CH2:19][C:20]([O:22][CH2:23][CH3:24])=[O:21])[CH2:9][C:10]([O:12][CH2:13][CH3:14])=[O:11])=[O:7])([CH3:3])([CH3:2])[CH3:4], predict the reactants needed to synthesize it. The reactants are: [C:1]([O:5][C:6]([N:8]([CH2:15][CH2:16][OH:17])[CH2:9][C:10]([O:12][CH2:13][CH3:14])=[O:11])=[O:7])([CH3:4])([CH3:3])[CH3:2].Br[CH2:19][C:20]([O:22][CH2:23][CH3:24])=[O:21].[H-].[Na+]. (6) Given the product [CH:5]1([C:3]2[N:16]=[C:14]([CH2:13][C:11]#[N:12])[S:15][CH:2]=2)[CH2:10][CH2:9][CH2:8][CH2:7][CH2:6]1, predict the reactants needed to synthesize it. The reactants are: Br[CH2:2][C:3]([CH:5]1[CH2:10][CH2:9][CH2:8][CH2:7][CH2:6]1)=O.[C:11]([CH2:13][C:14]([NH2:16])=[S:15])#[N:12]. (7) Given the product [Br:1][C:2]1[C:3]([O:10][CH3:11])=[CH:4][C:5]([O:8][CH3:9])=[C:6]([C:21](=[O:22])[CH2:20][C:17]2[CH:18]=[CH:19][C:14]([O:13][CH3:12])=[CH:15][CH:16]=2)[CH:7]=1, predict the reactants needed to synthesize it. The reactants are: [Br:1][C:2]1[CH:7]=[CH:6][C:5]([O:8][CH3:9])=[CH:4][C:3]=1[O:10][CH3:11].[CH3:12][O:13][C:14]1[CH:19]=[CH:18][C:17]([CH2:20][C:21](Cl)=[O:22])=[CH:16][CH:15]=1.C(Cl)Cl.[Al+3].[Cl-].[Cl-].[Cl-]. (8) The reactants are: [Br:1][C:2]1[CH:3]=[CH:4][C:5](/[N:22]=[CH:23]/[CH2:24][N+:25]([O-:27])=[O:26])=[C:6]([C:8](=O)[CH2:9][C:10]2[CH:15]=[CH:14][C:13]([C:16]([CH3:20])([CH3:19])[C:17]#[N:18])=[CH:12][CH:11]=2)[CH:7]=1.CC([O-])=O.[K+]. Given the product [Br:1][C:2]1[CH:7]=[C:6]2[C:5](=[CH:4][CH:3]=1)[N:22]=[CH:23][C:24]([N+:25]([O-:27])=[O:26])=[C:8]2[CH2:9][C:10]1[CH:15]=[CH:14][C:13]([C:16]([CH3:20])([CH3:19])[C:17]#[N:18])=[CH:12][CH:11]=1, predict the reactants needed to synthesize it. (9) Given the product [OH:1][CH:2]1[CH:7]([C:8]2[CH:9]=[CH:10][C:11]([O:14][CH2:23][C:24]3[CH:33]=[CH:32][C:31]4[C:26](=[CH:27][CH:28]=[CH:29][CH:30]=4)[CH:25]=3)=[CH:12][CH:13]=2)[CH2:6][CH2:5][N:4]([C:15]([O:17][C:18]([CH3:21])([CH3:20])[CH3:19])=[O:16])[CH2:3]1, predict the reactants needed to synthesize it. The reactants are: [OH:1][CH:2]1[CH:7]([C:8]2[CH:13]=[CH:12][C:11]([OH:14])=[CH:10][CH:9]=2)[CH2:6][CH2:5][N:4]([C:15]([O:17][C:18]([CH3:21])([CH3:20])[CH3:19])=[O:16])[CH2:3]1.Br[CH2:23][C:24]1[CH:33]=[CH:32][C:31]2[C:26](=[CH:27][CH:28]=[CH:29][CH:30]=2)[CH:25]=1.C(=O)([O-])[O-].[K+].[K+]. (10) Given the product [CH3:9][C@H:8]([NH:7][C:6](=[O:16])[O:5][C:1]([CH3:2])([CH3:3])[CH3:4])[C:10](=[O:15])[CH3:17], predict the reactants needed to synthesize it. The reactants are: [C:1]([O:5][C:6](=[O:16])[NH:7][C@H:8]([C:10](=[O:15])N(OC)C)[CH3:9])([CH3:4])([CH3:3])[CH3:2].[C:17](=O)=O.CC(C)=O.C[Li].C(OCC)C.[Cl-].[NH4+].